From a dataset of Reaction yield outcomes from USPTO patents with 853,638 reactions. Predict the reaction yield, written as a fraction of the theoretical maximum amount of product (1.0 means a 100% yield; for example, 0.34 means a 34% yield). (1) The reactants are [Br:1][C:2]1[C:10]2[CH:9]=[N:8][C:7]([Cl:11])=[N:6][C:5]=2[NH:4][CH:3]=1.[Si:12]([O:19][C@@H:20]1[CH2:25][CH2:24][C@H:23](O)[CH2:22][CH2:21]1)([C:15]([CH3:18])([CH3:17])[CH3:16])([CH3:14])[CH3:13].C(C=P(C)(C)C)#N. The catalyst is C1(C)C=CC=CC=1. The product is [Br:1][C:2]1[C:10]2[CH:9]=[N:8][C:7]([Cl:11])=[N:6][C:5]=2[N:4]([C@H:23]2[CH2:24][CH2:25][C@H:20]([O:19][Si:12]([C:15]([CH3:18])([CH3:17])[CH3:16])([CH3:13])[CH3:14])[CH2:21][CH2:22]2)[CH:3]=1. The yield is 0.720. (2) The reactants are Cl[C:2]1[N:7]=[C:6]([S:8][C:9]#[N:10])[C:5]([N+:11]([O-:13])=[O:12])=[CH:4][N:3]=1.[C:14]([O:18][C:19](=[O:30])[NH:20][CH2:21][C:22]1[CH:27]=[CH:26][CH:25]=[C:24]([CH2:28][NH2:29])[CH:23]=1)([CH3:17])([CH3:16])[CH3:15]. The catalyst is CCO. The product is [C:14]([O:18][C:19](=[O:30])[NH:20][CH2:21][C:22]1[CH:27]=[CH:26][CH:25]=[C:24]([CH2:28][NH:29][C:2]2[N:7]=[C:6]([S:8][C:9]#[N:10])[C:5]([N+:11]([O-:13])=[O:12])=[CH:4][N:3]=2)[CH:23]=1)([CH3:17])([CH3:15])[CH3:16]. The yield is 0.560. (3) The reactants are [N:1]([CH2:4][CH2:5][CH2:6][C:7]1([C:20]2[CH:25]=[CH:24][CH:23]=[CH:22][CH:21]=2)[NH:11][N:10]=[C:9]([C:12]2[CH:17]=[C:16]([F:18])[CH:15]=[CH:14][C:13]=2[F:19])[S:8]1)=[N+:2]=[N-:3].C(N(CC)CC)C.[C:33](Cl)(=[O:38])[C:34]([CH3:37])([CH3:36])[CH3:35]. The catalyst is C(Cl)Cl. The product is [N:1]([CH2:4][CH2:5][CH2:6][C:7]1([C:20]2[CH:25]=[CH:24][CH:23]=[CH:22][CH:21]=2)[N:11]([C:33](=[O:38])[C:34]([CH3:37])([CH3:36])[CH3:35])[N:10]=[C:9]([C:12]2[CH:17]=[C:16]([F:18])[CH:15]=[CH:14][C:13]=2[F:19])[S:8]1)=[N+:2]=[N-:3]. The yield is 0.920. (4) The reactants are [C:1]([C:5]1[CH:9]=[C:8]([NH:10][C:11](=[O:19])OC2C=CC=CC=2)[N:7]([CH:20]2[CH2:25][CH2:24][CH2:23][CH2:22][CH2:21]2)[N:6]=1)([CH3:4])([CH3:3])[CH3:2].C(N(CC)C(C)C)(C)C.[CH3:35][O:36][C:37]1[CH:38]=[C:39]2[C:44](=[CH:45][C:46]=1[O:47][CH3:48])[N:43]=[CH:42][N:41]=[C:40]2[S:49][C:50]1[CH:51]=[C:52]([CH:54]=[CH:55][CH:56]=1)[NH2:53]. The catalyst is C1COCC1. The product is [C:1]([C:5]1[CH:9]=[C:8]([NH:10][C:11]([NH:53][C:52]2[CH:54]=[CH:55][CH:56]=[C:50]([S:49][C:40]3[C:39]4[C:44](=[CH:45][C:46]([O:47][CH3:48])=[C:37]([O:36][CH3:35])[CH:38]=4)[N:43]=[CH:42][N:41]=3)[CH:51]=2)=[O:19])[N:7]([CH:20]2[CH2:25][CH2:24][CH2:23][CH2:22][CH2:21]2)[N:6]=1)([CH3:2])([CH3:4])[CH3:3]. The yield is 0.180. (5) The yield is 0.533. No catalyst specified. The reactants are [Cl:1][C:2]1[N:7]=[C:6]([C:8]2[S:12][C:11](N3CCCC3)=[N:10][C:9]=2[C:18]2[CH:19]=[C:20]([NH:24][S:25]([C:28]3[C:33]([F:34])=[CH:32][CH:31]=[CH:30][C:29]=3[F:35])(=[O:27])=[O:26])[CH:21]=[CH:22][CH:23]=2)[CH:5]=[CH:4][N:3]=1.ClC1N=C(/C=[C:44](/[C:46]2[CH:47]=C(NS(C3C(F)=CC=CC=3F)(=O)=O)C=C[CH:51]=2)\O)C=CN=1.CC(C)(C)C(=S)N. The product is [Cl:1][C:2]1[N:7]=[C:6]([C:8]2[S:12][C:11]([C:46]([CH3:47])([CH3:51])[CH3:44])=[N:10][C:9]=2[C:18]2[CH:19]=[C:20]([NH:24][S:25]([C:28]3[C:29]([F:35])=[CH:30][CH:31]=[CH:32][C:33]=3[F:34])(=[O:26])=[O:27])[CH:21]=[CH:22][CH:23]=2)[CH:5]=[CH:4][N:3]=1. (6) The reactants are [N:1]1([C:14]([O:16][C:17]([CH3:20])([CH3:19])[CH3:18])=[O:15])[CH2:6][CH2:5][N:4]([C:7](OC(Cl)(Cl)Cl)=[O:8])[CH2:3][CH2:2]1.O.[NH2:22][NH2:23].CCOC(C)=O. The catalyst is C1COCC1.[Cl-].[Na+]. The product is [NH:22]([C:7]([N:4]1[CH2:5][CH2:6][N:1]([C:14]([O:16][C:17]([CH3:20])([CH3:19])[CH3:18])=[O:15])[CH2:2][CH2:3]1)=[O:8])[NH2:23]. The yield is 0.400.